This data is from Catalyst prediction with 721,799 reactions and 888 catalyst types from USPTO. The task is: Predict which catalyst facilitates the given reaction. (1) Reactant: Br[CH2:2][C:3]1[C:15]([Cl:16])=[CH:14][C:6]([C:7]([NH:9][S:10]([CH3:13])(=[O:12])=[O:11])=[O:8])=[C:5]([F:17])[CH:4]=1.[CH:18]1[C:27]2[CH2:26][CH2:25][CH2:24][CH2:23][C:22]=2[CH:21]=[CH:20][C:19]=1[OH:28].C([O-])([O-])=O.[K+].[K+]. Product: [Cl:16][C:15]1[C:3]([CH2:2][O:28][C:19]2[CH:20]=[CH:21][C:22]3[CH2:23][CH2:24][CH2:25][CH2:26][C:27]=3[CH:18]=2)=[CH:4][C:5]([F:17])=[C:6]([CH:14]=1)[C:7]([NH:9][S:10]([CH3:13])(=[O:12])=[O:11])=[O:8]. The catalyst class is: 21. (2) Reactant: [CH3:1][O:2][C:3](=[O:24])[CH:4]([NH:13][C:14](=[O:23])[C:15]1[CH:20]=[C:19]([Cl:21])[CH:18]=[CH:17][C:16]=1[NH2:22])[CH2:5][C:6]1[CH:11]=[CH:10][C:9](Br)=[CH:8][CH:7]=1.[F:25][C:26]([F:37])([F:36])[C:27]1[CH:32]=[CH:31][C:30](B(O)O)=[CH:29][CH:28]=1.C([O-])([O-])=O.[Na+].[Na+]. Product: [CH3:1][O:2][C:3](=[O:24])[CH:4]([NH:13][C:14](=[O:23])[C:15]1[CH:20]=[C:19]([Cl:21])[CH:18]=[CH:17][C:16]=1[NH2:22])[CH2:5][C:6]1[CH:11]=[CH:10][C:9]([C:30]2[CH:31]=[CH:32][C:27]([C:26]([F:37])([F:36])[F:25])=[CH:28][CH:29]=2)=[CH:8][CH:7]=1. The catalyst class is: 104. (3) Reactant: COC1[CH:24]=[CH:23][C:6]([C:7](Cl)([C:16]2[CH:21]=[CH:20]C=CC=2)[C:8]2[CH:13]=[CH:12][C:11]([O:14][CH3:15])=[CH:10][CH:9]=2)=CC=1.[NH:25]1[CH2:30][CH2:29][CH2:28][CH2:27][CH2:26]1.[C:31](#N)[CH3:32]. Product: [CH3:15][O:14][C:11]1[CH:10]=[CH:9][C:8]([C:7]2[C:6]([C:32]3[CH:31]=[CH:12][C:11]([O:14][CH3:15])=[CH:10][CH:9]=3)=[C:23]([CH2:24][N:25]3[CH2:30][CH2:29][CH2:28][CH2:27][CH2:26]3)[CH:20]=[CH:21][CH:16]=2)=[CH:13][CH:12]=1. The catalyst class is: 81. (4) Reactant: [Br:1][C:2]1[CH:10]=[CH:9][C:5]([C:6]([OH:8])=[O:7])=[C:4]([N+:11]([O-:13])=[O:12])[CH:3]=1.[C:14]([O-])([O-])=O.[K+].[K+].CI. Product: [Br:1][C:2]1[CH:10]=[CH:9][C:5]([C:6]([O:8][CH3:14])=[O:7])=[C:4]([N+:11]([O-:13])=[O:12])[CH:3]=1. The catalyst class is: 3. (5) Reactant: [Cl:1][C:2]1[N:7]=[C:6]([CH2:8][C:9]([C:11]2[CH:12]=[CH:13][C:14]([F:29])=[C:15]([NH:17][S:18]([C:21]3[C:26]([F:27])=[CH:25][CH:24]=[CH:23][C:22]=3[F:28])(=[O:20])=[O:19])[CH:16]=2)=O)[CH:5]=[CH:4][N:3]=1.C1C(=O)N(Br)C(=O)C1.[CH3:38][N:39]([CH3:43])[C:40]([NH2:42])=[S:41]. Product: [Cl:1][C:2]1[N:7]=[C:6]([C:8]2[S:41][C:40]([N:39]([CH3:43])[CH3:38])=[N:42][C:9]=2[C:11]2[CH:12]=[CH:13][C:14]([F:29])=[C:15]([NH:17][S:18]([C:21]3[C:26]([F:27])=[CH:25][CH:24]=[CH:23][C:22]=3[F:28])(=[O:20])=[O:19])[CH:16]=2)[CH:5]=[CH:4][N:3]=1. The catalyst class is: 2. (6) Reactant: CC1(C)C(C)(C)OB([C:9]2[CH:17]=[C:16]([C:18]([F:21])([F:20])[F:19])[CH:15]=[C:14]3[C:10]=2[CH:11]=[N:12][NH:13]3)O1.Br[C:24]1[C:25]([O:32][CH3:33])=[N:26][C:27]([O:30][CH3:31])=[N:28][CH:29]=1.[C:34](=[O:37])([O-])[O-:35].[Na+].[Na+]. Product: [C:34]([OH:35])([C:18]([F:21])([F:20])[F:19])=[O:37].[CH3:31][O:30][C:27]1[N:26]=[C:25]([O:32][CH3:33])[C:24]([C:9]2[CH:17]=[C:16]([C:18]([F:19])([F:20])[F:21])[CH:15]=[C:14]3[C:10]=2[CH:11]=[N:12][NH:13]3)=[CH:29][N:28]=1. The catalyst class is: 75.